From a dataset of Reaction yield outcomes from USPTO patents with 853,638 reactions. Predict the reaction yield, written as a fraction of the theoretical maximum amount of product (1.0 means a 100% yield; for example, 0.34 means a 34% yield). The reactants are [C:1](Cl)(=[O:4])[CH:2]=[CH2:3].C(N(C(C)C)CC)(C)C.[CH2:15]([NH:22][CH2:23][C:24]1[CH:29]=[CH:28][CH:27]=[CH:26][CH:25]=1)[C:16]1[CH:21]=[CH:20][CH:19]=[CH:18][CH:17]=1. The catalyst is O1CCCC1. The product is [CH2:23]([N:22]([CH2:15][C:16]1[CH:21]=[CH:20][CH:19]=[CH:18][CH:17]=1)[C:1](=[O:4])[CH:2]=[CH2:3])[C:24]1[CH:29]=[CH:28][CH:27]=[CH:26][CH:25]=1. The yield is 1.00.